Predict the product of the given reaction. From a dataset of Forward reaction prediction with 1.9M reactions from USPTO patents (1976-2016). (1) Given the reactants [O:1]1[CH2:6][CH2:5][CH:4]([OH:7])[CH2:3][CH2:2]1.C([O-])([O-])=O.[K+].[K+].[Br:14][C:15]1[C:16](Cl)=[N:17][CH:18]=[C:19]([CH:34]=1)[C:20]([NH:22][C:23]1[CH:28]=[CH:27][C:26]([O:29][C:30]([F:33])([F:32])[F:31])=[CH:25][CH:24]=1)=[O:21], predict the reaction product. The product is: [Br:14][C:15]1[C:16]([O:7][CH:4]2[CH2:5][CH2:6][O:1][CH2:2][CH2:3]2)=[N:17][CH:18]=[C:19]([CH:34]=1)[C:20]([NH:22][C:23]1[CH:24]=[CH:25][C:26]([O:29][C:30]([F:32])([F:31])[F:33])=[CH:27][CH:28]=1)=[O:21]. (2) The product is: [CH2:7]([C:6]1[CH:1]=[CH:2][CH:3]=[CH:4][CH:5]=1)[CH2:8][CH2:9][CH2:10][CH3:11].[CH3:11][CH2:10][CH2:9][CH2:8][CH2:7][CH2:6][CH2:5][CH2:4][CH2:3][CH2:2][CH3:1]. Given the reactants [CH3:1][CH2:2][CH2:3][CH2:4][CH2:5][CH2:6][CH2:7][CH2:8][CH2:9][CH2:10][CH3:11], predict the reaction product. (3) Given the reactants [OH:1][C:2]1[CH:7]=[CH:6][C:5]([N:8]2[C:12]([CH3:14])([CH3:13])[C:11](=[O:15])[N:10]([C:16]3[CH:17]=[C:18]([C:24]([F:27])([F:26])[F:25])[C:19]([C:22]#[N:23])=[N:20][CH:21]=3)[C:9]2=[S:28])=[CH:4][CH:3]=1.[CH3:29][C:30]([CH3:82])([CH3:81])[C@H:31]([NH:56][C:57](=[O:80])[CH2:58][O:59][CH2:60][CH2:61][CH2:62][O:63][CH2:64][CH2:65][CH2:66][CH2:67][CH2:68]OS(C1C=CC(C)=CC=1)(=O)=O)[C:32]([N:34]1[CH2:38][C@H:37]([OH:39])[CH2:36][C@H:35]1[C:40]([NH:42][CH2:43][C:44]1[CH:49]=[CH:48][C:47]([C:50]2[S:54][CH:53]=[N:52][C:51]=2[CH3:55])=[CH:46][CH:45]=1)=[O:41])=[O:33].C(=O)([O-])[O-].[K+].[K+], predict the reaction product. The product is: [C:22]([C:19]1[N:20]=[CH:21][C:16]([N:10]2[C:11](=[O:15])[C:12]([CH3:14])([CH3:13])[N:8]([C:5]3[CH:4]=[CH:3][C:2]([O:1][CH2:68][CH2:67][CH2:66][CH2:65][CH2:64][O:63][CH2:62][CH2:61][CH2:60][O:59][CH2:58][C:57]([NH:56][C@@H:31]([C:30]([CH3:29])([CH3:82])[CH3:81])[C:32]([N:34]4[CH2:38][C@H:37]([OH:39])[CH2:36][C@H:35]4[C:40]([NH:42][CH2:43][C:44]4[CH:45]=[CH:46][C:47]([C:50]5[S:54][CH:53]=[N:52][C:51]=5[CH3:55])=[CH:48][CH:49]=4)=[O:41])=[O:33])=[O:80])=[CH:7][CH:6]=3)[C:9]2=[S:28])=[CH:17][C:18]=1[C:24]([F:25])([F:27])[F:26])#[N:23]. (4) Given the reactants [F:1][C:2]1([F:16])[CH2:6][CH2:5][N:4]([C:7]2[C:14]([F:15])=[CH:13][CH:12]=[CH:11][C:8]=2[CH:9]=O)[CH2:3]1.[CH3:17][C:18]([CH3:23])([CH3:22])[CH2:19][CH2:20][NH2:21], predict the reaction product. The product is: [F:1][C:2]1([F:16])[CH2:6][CH2:5][N:4]([C:7]2[C:14]([F:15])=[CH:13][CH:12]=[CH:11][C:8]=2[CH:9]=[N:21][CH2:20][CH2:19][C:18]([CH3:23])([CH3:22])[CH3:17])[CH2:3]1. (5) Given the reactants Br[C:2]1[N:6]2[C:7]3[CH:19]=[CH:18][CH:17]=[N:16][C:8]=3[NH:9][C:10]3[CH:15]=[CH:14][CH:13]=[CH:12][C:11]=3[C:5]2=[N:4][C:3]=1[C:20]1[CH:25]=[CH:24][CH:23]=[CH:22][CH:21]=1.CC1(C)C(C)(C)OB([C:34]2[CH:39]=[CH:38][C:37]([C:40]3([NH:43][C:44](=[O:50])[O:45][C:46]([CH3:49])([CH3:48])[CH3:47])[CH2:42][CH2:41]3)=[CH:36][CH:35]=2)O1.P([O-])([O-])([O-])=O.[K+].[K+].[K+], predict the reaction product. The product is: [C:20]1([C:3]2[N:4]=[C:5]3[C:11]4[CH:12]=[CH:13][CH:14]=[CH:15][C:10]=4[NH:9][C:8]4[N:16]=[CH:17][CH:18]=[CH:19][C:7]=4[N:6]3[C:2]=2[C:34]2[CH:35]=[CH:36][C:37]([C:40]3([NH:43][C:44](=[O:50])[O:45][C:46]([CH3:48])([CH3:47])[CH3:49])[CH2:42][CH2:41]3)=[CH:38][CH:39]=2)[CH:25]=[CH:24][CH:23]=[CH:22][CH:21]=1. (6) Given the reactants Br[C:2]1[CH:7]=[CH:6][CH:5]=[C:4]([F:8])[C:3]=1[CH:9]=[CH2:10].C([Li])CCC.CN(C)[CH:18]=[O:19].O, predict the reaction product. The product is: [F:8][C:4]1[C:3]([CH:9]=[CH2:10])=[C:2]([CH:7]=[CH:6][CH:5]=1)[CH:18]=[O:19]. (7) Given the reactants Cl.CN(C)[CH2:4][CH2:5][CH2:6][N:7]=[C:8]=NCC.[F:13][C:14]([F:38])([F:37])[O:15][C:16]1[CH:21]=[CH:20][C:19]([S:22]([N:25]2[CH2:30][CH2:29][C:28](=[N:31][O:32][CH2:33][C:34](O)=[O:35])[CH2:27][CH2:26]2)(=[O:24])=[O:23])=[CH:18][CH:17]=1.N1CCCC1.ON1C2C=CC=CC=2N=N1, predict the reaction product. The product is: [O:35]=[C:34]([N:7]1[CH2:8][CH2:4][CH2:5][CH2:6]1)[CH2:33][O:32][N:31]=[C:28]1[CH2:29][CH2:30][N:25]([S:22]([C:19]2[CH:20]=[CH:21][C:16]([O:15][C:14]([F:38])([F:37])[F:13])=[CH:17][CH:18]=2)(=[O:23])=[O:24])[CH2:26][CH2:27]1.